Dataset: Forward reaction prediction with 1.9M reactions from USPTO patents (1976-2016). Task: Predict the product of the given reaction. (1) Given the reactants [N:1]1[N:2]([C:6]2[CH:23]=[CH:22][CH:21]=[CH:20][C:7]=2[C:8]([N:10]2[C@H:15]([CH3:16])[CH2:14][CH2:13][C@@H:12]([C:17]([OH:19])=O)[CH2:11]2)=[O:9])[N:3]=[CH:4][CH:5]=1.Cl.NCC(=O)C.[NH2:30][CH:31]([C:40]1[CH:45]=[CH:44][CH:43]=[CH:42][CH:41]=1)[CH:32]([C:34]1[CH:39]=[CH:38][CH:37]=[CH:36][CH:35]=1)[OH:33], predict the reaction product. The product is: [N:3]1[N:2]([C:6]2[CH:23]=[CH:22][CH:21]=[CH:20][C:7]=2[C:8]([N:10]2[C@H:15]([CH3:16])[CH2:14][CH2:13][C@@H:12]([C:17]([NH:30][CH:31]([C:40]3[CH:45]=[CH:44][CH:43]=[CH:42][CH:41]=3)[CH:32]([OH:33])[C:34]3[CH:39]=[CH:38][CH:37]=[CH:36][CH:35]=3)=[O:19])[CH2:11]2)=[O:9])[N:1]=[CH:5][CH:4]=1. (2) The product is: [C:1]([OH:8])(=[O:7])/[CH:2]=[CH:3]\[C:4]([OH:6])=[O:5].[CH3:11][N:10]([CH2:12][C@@H:13]1[CH2:18][CH2:17][CH2:16][CH2:15][C@H:14]1[C:19]1[CH:20]=[C:21]([OH:25])[CH:22]=[CH:23][CH:24]=1)[CH3:9]. Given the reactants [C:1]([OH:8])(=[O:7])/[CH:2]=[CH:3]\[C:4]([OH:6])=[O:5].[CH3:9][N:10]([CH2:12][C@@H:13]1[CH2:18][CH2:17][CH2:16][CH2:15][C@H:14]1[C:19]1[CH:20]=[C:21]([OH:25])[CH:22]=[CH:23][CH:24]=1)[CH3:11], predict the reaction product. (3) Given the reactants [Cl:1][CH2:2][CH2:3][CH2:4][O:5][C:6]1[CH:11]=[CH:10][C:9]([CH:12]2[CH:17]([C:18]3[CH:23]=[CH:22][C:21]([O:24]C4CCCCO4)=[CH:20][CH:19]=3)[C:16](=[O:31])[C:15]3[CH:32]=[CH:33][C:34]([O:36]C4CCCCO4)=[CH:35][C:14]=3[O:13]2)=[CH:8][CH:7]=1.[F:43][C:44]([Si](C)(C)C)([F:46])[F:45].[F-].[Cs+].[Cl-].[Na+], predict the reaction product. The product is: [Cl:1][CH2:2][CH2:3][CH2:4][O:5][C:6]1[CH:11]=[CH:10][C:9]([CH:12]2[CH:17]([C:18]3[CH:23]=[CH:22][C:21]([OH:24])=[CH:20][CH:19]=3)[C:16]([OH:31])([C:44]([F:46])([F:45])[F:43])[C:15]3[CH:32]=[CH:33][C:34]([OH:36])=[CH:35][C:14]=3[O:13]2)=[CH:8][CH:7]=1. (4) Given the reactants [OH:1][C:2]1[CH:7]=[CH:6][C:5]([N:8]2[C:13](=[O:14])[C:12]([CH2:15][C:16]3[CH:21]=[CH:20][C:19]([C:22]4[C:23]([C:28]#[N:29])=[CH:24][CH:25]=[CH:26][CH:27]=4)=[CH:18][CH:17]=3)=[C:11]([CH2:30][CH2:31][CH3:32])[N:10]=[C:9]2[CH3:33])=[CH:4][CH:3]=1.[CH3:34][C:35]1([CH3:42])[CH2:40][CH:39](O)[CH2:38][CH2:37][O:36]1.C1(P(C2C=CC=CC=2)C2C=CC=CC=2)C=CC=CC=1.[N:63]([C:64]([O:66]C(C)C)=[O:65])=[N:63][C:64]([O:66]C(C)C)=[O:65], predict the reaction product. The product is: [CH3:34][C:35]1([CH3:42])[CH2:40][CH:39]([O:1][C:2]2[CH:3]=[CH:4][C:5]([N:8]3[C:13](=[O:14])[C:12]([CH2:15][C:16]4[CH:21]=[CH:20][C:19]([C:22]5[CH:27]=[CH:26][CH:25]=[CH:24][C:23]=5[C:28]5[NH:63][C:64](=[O:65])[O:66][N:29]=5)=[CH:18][CH:17]=4)=[C:11]([CH2:30][CH2:31][CH3:32])[N:10]=[C:9]3[CH3:33])=[CH:6][CH:7]=2)[CH2:38][CH2:37][O:36]1. (5) Given the reactants Cl[C:2]1[N:7]=[C:6]([Cl:8])[C:5]([C:9]([F:12])([F:11])[F:10])=[CH:4][N:3]=1.ClCCCl.CC(O)(C)C.[NH2:22][C:23]1[CH:43]=[CH:42][C:26]([C:27]([N:29]2[CH2:34][CH2:33][N:32]([C:35]([O:37][C:38]([CH3:41])([CH3:40])[CH3:39])=[O:36])[CH2:31][CH2:30]2)=[O:28])=[CH:25][CH:24]=1.CCN(CC)CC, predict the reaction product. The product is: [Cl:8][C:6]1[C:5]([C:9]([F:12])([F:11])[F:10])=[CH:4][N:3]=[C:2]([NH:22][C:23]2[CH:24]=[CH:25][C:26]([C:27]([N:29]3[CH2:30][CH2:31][N:32]([C:35]([O:37][C:38]([CH3:39])([CH3:41])[CH3:40])=[O:36])[CH2:33][CH2:34]3)=[O:28])=[CH:42][CH:43]=2)[N:7]=1. (6) Given the reactants CC([N:5]([CH:9]([CH2:19][N:20]1[C:28](=[O:29])[C:27]2[C:22](=[CH:23][CH:24]=[CH:25][CH:26]=2)[C:21]1=[O:30])[C:10]([CH3:18])([C:12]1[CH:17]=[CH:16][CH:15]=[CH:14][CH:13]=1)[CH3:11])C(=O)[O-])(C)C.Cl, predict the reaction product. The product is: [NH2:5][CH:9]([C:10]([CH3:18])([C:12]1[CH:17]=[CH:16][CH:15]=[CH:14][CH:13]=1)[CH3:11])[CH2:19][N:20]1[C:28](=[O:29])[C:27]2[C:22](=[CH:23][CH:24]=[CH:25][CH:26]=2)[C:21]1=[O:30].